From a dataset of Catalyst prediction with 721,799 reactions and 888 catalyst types from USPTO. Predict which catalyst facilitates the given reaction. (1) Reactant: [N+:1]([C:4]1[CH:5]=[C:6]([CH:9]=[C:10]([C:12]([F:15])([F:14])[F:13])[CH:11]=1)[CH:7]=[O:8])([O-:3])=[O:2].C1(C)C=CC(S([CH2:25][N+:26]#[C-:27])(=O)=O)=CC=1.C(=O)([O-])[O-].[K+].[K+]. Product: [N+:1]([C:4]1[CH:5]=[C:6]([C:7]2[O:8][CH:27]=[N:26][CH:25]=2)[CH:9]=[C:10]([C:12]([F:13])([F:14])[F:15])[CH:11]=1)([O-:3])=[O:2]. The catalyst class is: 5. (2) Reactant: C(OC(=O)[NH:10][C:11]1[CH:16]=[CH:15][C:14]([C@H:17]2[CH2:21][CH2:20][CH:19]([N:22]3[CH2:26][CH2:25][CH2:24][C@@H:23]3[CH3:27])[CH2:18]2)=[CH:13][CH:12]=1)C1C=CC=CC=1. Product: [CH3:27][C@H:23]1[CH2:24][CH2:25][CH2:26][N:22]1[CH:19]1[CH2:20][CH2:21][C@H:17]([C:14]2[CH:15]=[CH:16][C:11]([NH2:10])=[CH:12][CH:13]=2)[CH2:18]1. The catalyst class is: 5. (3) Reactant: [C:1]([O:5][C:6](=[O:21])[NH:7][CH2:8][C:9]1[C:10](Cl)=[N:11][C:12]2[C:17]([CH:18]=1)=[CH:16][CH:15]=[CH:14][C:13]=2[CH3:19])([CH3:4])([CH3:3])[CH3:2].[O:22]=[C:23]1[CH2:28][NH:27][CH2:26][CH2:25][NH:24]1.CN1C(=O)CCC1.CCN(C(C)C)C(C)C. Product: [C:1]([O:5][C:6](=[O:21])[NH:7][CH2:8][C:9]1[C:10]([N:27]2[CH2:26][CH2:25][NH:24][C:23](=[O:22])[CH2:28]2)=[N:11][C:12]2[C:17]([CH:18]=1)=[CH:16][CH:15]=[CH:14][C:13]=2[CH3:19])([CH3:4])([CH3:3])[CH3:2]. The catalyst class is: 28. (4) Reactant: [NH2:1][CH:2]([C:12]1[N:17]=[C:16]([C:18]([NH:20][CH2:21][C:22]2[CH:27]=[CH:26][C:25]([F:28])=[CH:24][CH:23]=2)=[O:19])[C:15]([OH:29])=[C:14]([OH:30])[N:13]=1)[CH2:3][O:4][CH2:5][C:6]1[CH:11]=[CH:10][CH:9]=[CH:8][CH:7]=1.C(N(CC)CC)C.[Cl:38][CH2:39][CH:40]=O.[BH3-]C#N.[Na+]. Product: [CH2:5]([O:4][CH2:3][CH:2]([C:12]1[N:17]=[C:16]([C:18]([NH:20][CH2:21][C:22]2[CH:27]=[CH:26][C:25]([F:28])=[CH:24][CH:23]=2)=[O:19])[C:15]([OH:29])=[C:14]([OH:30])[N:13]=1)[NH:1][CH2:40][CH2:39][Cl:38])[C:6]1[CH:11]=[CH:10][CH:9]=[CH:8][CH:7]=1. The catalyst class is: 130. (5) Reactant: [OH:1][C@H:2]1[CH2:22][N:5]2[C:6](=[O:21])[C@@H:7]([CH2:11][C:12]3[C:20]4[C:15](=[CH:16][CH:17]=[CH:18][CH:19]=4)[NH:14][CH:13]=3)[NH:8][C:9](=[O:10])[C@@H:4]2[CH2:3]1.N1C=CN=C1.[C:28]([Si:32](Cl)([C:39]1[CH:44]=[CH:43][CH:42]=[CH:41][CH:40]=1)[C:33]1[CH:38]=[CH:37][CH:36]=[CH:35][CH:34]=1)([CH3:31])([CH3:30])[CH3:29]. Product: [Si:32]([O:1][C@H:2]1[CH2:22][N:5]2[C:6](=[O:21])[C@@H:7]([CH2:11][C:12]3[C:20]4[C:15](=[CH:16][CH:17]=[CH:18][CH:19]=4)[NH:14][CH:13]=3)[NH:8][C:9](=[O:10])[C@@H:4]2[CH2:3]1)([C:28]([CH3:31])([CH3:30])[CH3:29])([C:39]1[CH:40]=[CH:41][CH:42]=[CH:43][CH:44]=1)[C:33]1[CH:38]=[CH:37][CH:36]=[CH:35][CH:34]=1. The catalyst class is: 9.